Dataset: Forward reaction prediction with 1.9M reactions from USPTO patents (1976-2016). Task: Predict the product of the given reaction. (1) The product is: [CH3:15][O:13][C:12](=[O:14])[CH2:11][O:10][CH2:9][CH2:8][C:4]1[CH:5]=[CH:6][CH:7]=[C:2]([F:1])[CH:3]=1. Given the reactants [F:1][C:2]1[CH:3]=[C:4]([CH2:8][CH2:9][O:10][CH2:11][C:12]([OH:14])=[O:13])[CH:5]=[CH:6][CH:7]=1.[CH3:15]CN=C=NCCCN(C)C.C1C=CC2N(O)N=NC=2C=1.CCN(C(C)C)C(C)C, predict the reaction product. (2) Given the reactants [NH2:1][C:2]1[CH:3]=[C:4]2[C:9](=[CH:10][CH:11]=1)[N:8]=[CH:7][C:6]([C:12]#[N:13])=[C:5]2[NH:14][C:15]1[CH:20]=[CH:19][C:18]([F:21])=[C:17]([Cl:22])[CH:16]=1.[F:23][C:24]1[C:32]([F:33])=[C:31]([F:34])[C:30]([F:35])=[C:29]2[C:25]=1[C:26]([CH:36]=O)=[CH:27][NH:28]2.[BH3-]C#N.[Na+], predict the reaction product. The product is: [Cl:22][C:17]1[CH:16]=[C:15]([NH:14][C:5]2[C:4]3[C:9](=[CH:10][CH:11]=[C:2]([NH:1][CH2:36][C:26]4[C:25]5[C:29](=[C:30]([F:35])[C:31]([F:34])=[C:32]([F:33])[C:24]=5[F:23])[NH:28][CH:27]=4)[CH:3]=3)[N:8]=[CH:7][C:6]=2[C:12]#[N:13])[CH:20]=[CH:19][C:18]=1[F:21]. (3) The product is: [Br:1][C:2]1[C:3]([C:16]2[S:17][CH:18]=[C:19]([C:21]([F:22])([F:23])[F:24])[N:20]=2)=[CH:4][C:5]([NH:8][C:9]([NH:28][CH:25]([CH3:27])[CH3:26])=[O:15])=[N:6][CH:7]=1. Given the reactants [Br:1][C:2]1[C:3]([C:16]2[S:17][CH:18]=[C:19]([C:21]([F:24])([F:23])[F:22])[N:20]=2)=[CH:4][C:5]([NH:8][C:9](=[O:15])OC(C)(C)C)=[N:6][CH:7]=1.[CH:25]([NH2:28])([CH3:27])[CH3:26], predict the reaction product. (4) The product is: [F:8][C:4]1[N:3]=[C:2]([C:10]([CH3:12])([CH3:11])[C:9]#[N:13])[CH:7]=[CH:6][CH:5]=1. Given the reactants F[C:2]1[CH:7]=[CH:6][CH:5]=[C:4]([F:8])[N:3]=1.[C:9](#[N:13])[CH:10]([CH3:12])[CH3:11].C[Si](C)(C)[N-][Si](C)(C)C.[Na+], predict the reaction product. (5) The product is: [Cl:21][C:22]1[CH:27]=[CH:26][C:25]([NH:28][C:29]([NH:11][C:10]2[CH:12]=[CH:13][CH:14]=[C:8]([C:6]3[C:5]([C:15]4[CH:16]=[CH:17][N:18]=[CH:19][CH:20]=4)=[N:4][N:3]([CH2:1][CH3:2])[CH:7]=3)[CH:9]=2)=[O:30])=[CH:24][C:23]=1[C:31]([F:32])([F:33])[F:34]. Given the reactants [CH2:1]([N:3]1[CH:7]=[C:6]([C:8]2[CH:9]=[C:10]([CH:12]=[CH:13][CH:14]=2)[NH2:11])[C:5]([C:15]2[CH:20]=[CH:19][N:18]=[CH:17][CH:16]=2)=[N:4]1)[CH3:2].[Cl:21][C:22]1[CH:27]=[CH:26][C:25]([N:28]=[C:29]=[O:30])=[CH:24][C:23]=1[C:31]([F:34])([F:33])[F:32], predict the reaction product.